Task: Predict which catalyst facilitates the given reaction.. Dataset: Catalyst prediction with 721,799 reactions and 888 catalyst types from USPTO (1) Reactant: I[C:2]1[CH:7]=[CH:6][C:5]([C:8]2[O:9][C:10]([CH3:13])=[N:11][N:12]=2)=[CH:4][CH:3]=1.[CH3:14][C:15]1[CH:35]=[CH:34][C:18]([C:19]([NH:21][C:22]2[CH:27]=[CH:26][CH:25]=[C:24]([N:28]3[CH2:33][CH2:32][O:31][CH2:30][CH2:29]3)[CH:23]=2)=[O:20])=[CH:17][C:16]=1B1OC(C)(C)C(C)(C)O1. Product: [N:28]1([C:24]2[CH:23]=[C:22]([NH:21][C:19]([C:18]3[CH:34]=[C:35]([C:2]4[CH:7]=[CH:6][C:5]([C:8]5[O:9][C:10]([CH3:13])=[N:11][N:12]=5)=[CH:4][CH:3]=4)[C:15]([CH3:14])=[CH:16][CH:17]=3)=[O:20])[CH:27]=[CH:26][CH:25]=2)[CH2:29][CH2:30][O:31][CH2:32][CH2:33]1. The catalyst class is: 41. (2) Reactant: [NH2:1][C:2]1[N:7]=[C:6]([CH:8]2[CH2:13][CH2:12][CH:11]([N:14]3[CH2:17][CH:16]([NH:18][C:19]([CH2:21][NH:22][C:23](=[O:34])[C:24]4[CH:29]=[CH:28][CH:27]=[C:26]([C:30]([F:33])([F:32])[F:31])[CH:25]=4)=[O:20])[CH2:15]3)[CH2:10][CH2:9]2)[CH:5]=[CH:4][CH:3]=1.[H-].[Na+].Br[C:38]#[N:39].CO. Product: [C:38]([NH:1][C:2]1[N:7]=[C:6]([CH:8]2[CH2:9][CH2:10][CH:11]([N:14]3[CH2:17][CH:16]([NH:18][C:19]([CH2:21][NH:22][C:23](=[O:34])[C:24]4[CH:29]=[CH:28][CH:27]=[C:26]([C:30]([F:32])([F:33])[F:31])[CH:25]=4)=[O:20])[CH2:15]3)[CH2:12][CH2:13]2)[CH:5]=[CH:4][CH:3]=1)#[N:39]. The catalyst class is: 3. (3) Reactant: [C:1]1([NH2:8])[CH:6]=[CH:5][CH:4]=[CH:3][C:2]=1[NH2:7].N1C=CC=CC=1.Cl.N1C=CC=CC=1C(Cl)=[O:23]. Product: [N:7]1[CH:2]=[CH:3][CH:4]=[CH:5][C:6]=1[C:1]([NH2:8])=[O:23]. The catalyst class is: 768. (4) The catalyst class is: 5. Product: [CH3:1][O:2][C:3]1[CH:4]=[CH:5][C:6]2[N:7]([N:24]=[C:10]([NH2:12])[N:9]=2)[CH:8]=1. Reactant: [CH3:1][O:2][C:3]1[CH:4]=[CH:5][C:6]([NH:9][C:10]([NH:12]C(=O)OCC)=S)=[N:7][CH:8]=1.[Cl-].O[NH3+].C([N:24](CC)C(C)C)(C)C.C(O)C.